This data is from Catalyst prediction with 721,799 reactions and 888 catalyst types from USPTO. The task is: Predict which catalyst facilitates the given reaction. (1) Reactant: [C:1](/[CH:3]=[C:4](\[N:7]1[CH2:12][CH2:11][N:10]([C:13]([O:15][C:16]([CH3:19])([CH3:18])[CH3:17])=[O:14])[CH2:9][CH2:8]1)/SC)#[N:2].[NH2:20][NH2:21].O. Product: [NH2:2][C:1]1[NH:21][N:20]=[C:4]([N:7]2[CH2:12][CH2:11][N:10]([C:13]([O:15][C:16]([CH3:19])([CH3:18])[CH3:17])=[O:14])[CH2:9][CH2:8]2)[CH:3]=1. The catalyst class is: 8. (2) Reactant: O/[CH:2]=[C:3](\[CH2:8][C:9]1[CH:10]=[N:11][CH:12]=[N:13][CH:14]=1)/[C:4](OC)=O.[C:15](=[NH:37])([O:17][CH2:18][CH2:19][C:20]1[CH:25]=[CH:24][C:23]([O:26][C:27]2[CH:32]=[CH:31][CH:30]=[C:29]([C:33]([F:36])([F:35])[F:34])[CH:28]=2)=[CH:22][CH:21]=1)[NH2:16].[C:38]([O-])([O-])=O.[K+].[K+]. Product: [CH2:38]=[C:4]1[C:3]([CH2:8][C:9]2[CH:10]=[N:11][CH:12]=[N:13][CH:14]=2)=[CH:2][NH:16][C:15]([O:17][CH2:18][CH2:19][C:20]2[CH:25]=[CH:24][C:23]([O:26][C:27]3[CH:32]=[CH:31][CH:30]=[C:29]([C:33]([F:36])([F:35])[F:34])[CH:28]=3)=[CH:22][CH:21]=2)=[N:37]1. The catalyst class is: 37. (3) Reactant: [Cl:1][C:2]1[S:6][C:5]([S:7]([N:10]([S:29]([C:32]2[S:33][C:34]([Cl:37])=[CH:35][CH:36]=2)(=[O:31])=[O:30])[C:11]2[C:19]3[C:14](=[CH:15][CH:16]=[CH:17][C:18]=3[C:20]#[N:21])[N:13](C(OC(C)(C)C)=O)[N:12]=2)(=[O:9])=[O:8])=[CH:4][CH:3]=1.C1CCCCC1.C(OCC)(=O)C. Product: [Cl:37][C:34]1[S:33][C:32]([S:29]([N:10]([S:7]([C:5]2[S:6][C:2]([Cl:1])=[CH:3][CH:4]=2)(=[O:8])=[O:9])[C:11]2[C:19]3[C:14](=[CH:15][CH:16]=[CH:17][C:18]=3[C:20]#[N:21])[NH:13][N:12]=2)(=[O:30])=[O:31])=[CH:36][CH:35]=1. The catalyst class is: 281.